From a dataset of Catalyst prediction with 721,799 reactions and 888 catalyst types from USPTO. Predict which catalyst facilitates the given reaction. (1) Reactant: [Cl:1][C:2]1[N:10]=[C:9]2[C:5]([N:6]([CH2:11][C:12]3[CH:17]=[CH:16][C:15]([C:18]([F:21])([F:20])[F:19])=[CH:14][CH:13]=3)[CH:7]=[N:8]2)=[C:4]([NH:22][C@@H:23]([CH:27]2[CH2:30][CH2:29][CH2:28]2)[CH2:24][CH:25]=[CH2:26])[N:3]=1.B.C1C[O:35]CC1.OO. Product: [Cl:1][C:2]1[N:10]=[C:9]2[C:5]([N:6]([CH2:11][C:12]3[CH:13]=[CH:14][C:15]([C:18]([F:19])([F:20])[F:21])=[CH:16][CH:17]=3)[CH:7]=[N:8]2)=[C:4]([NH:22][C@@H:23]([CH:27]2[CH2:28][CH2:29][CH2:30]2)[CH2:24][CH2:25][CH2:26][OH:35])[N:3]=1. The catalyst class is: 1. (2) Reactant: [OH:1][C:2]1[C:3]([C:15]2[CH:20]=[CH:19][CH:18]=[CH:17][CH:16]=2)=[N:4][C:5]2[C:10]([C:11]=1[C:12]([OH:14])=O)=[CH:9][CH:8]=[CH:7][CH:6]=2.C(N(CC)CC)C.S(Cl)(Cl)=O.[NH2:32][C@H:33]([C:37]1[CH:42]=[CH:41][CH:40]=[CH:39][CH:38]=1)[CH2:34][C:35]#[N:36]. Product: [C:35]([CH2:34][C@H:33]([NH:32][C:12]([C:11]1[C:10]2[C:5](=[CH:6][CH:7]=[CH:8][CH:9]=2)[N:4]=[C:3]([C:15]2[CH:16]=[CH:17][CH:18]=[CH:19][CH:20]=2)[C:2]=1[OH:1])=[O:14])[C:37]1[CH:42]=[CH:41][CH:40]=[CH:39][CH:38]=1)#[N:36]. The catalyst class is: 13. (3) Reactant: [CH:1]1([N:6]2[C:11]3=[N:12][C:13]([NH:16][C:17]4[CH:22]=[CH:21][C:20]([N:23]5[CH2:28][CH2:27][N:26]([CH3:29])[CH2:25][CH2:24]5)=[CH:19][CH:18]=4)=[N:14][CH:15]=[C:10]3[CH2:9][NH:8][C:7]2=[O:30])[CH2:5][CH2:4][CH2:3][CH2:2]1.CC(C)([O-])C.[K+]. Product: [CH:1]1([N:6]2[C:11]3=[N:12][C:13]([NH:16][C:17]4[CH:18]=[CH:19][C:20]([N:23]5[CH2:28][CH2:27][N:26]([CH3:29])[CH2:25][CH2:24]5)=[CH:21][CH:22]=4)=[N:14][CH:15]=[C:10]3[CH:9]=[N:8][C:7]2=[O:30])[CH2:5][CH2:4][CH2:3][CH2:2]1. The catalyst class is: 1.